Dataset: NCI-60 drug combinations with 297,098 pairs across 59 cell lines. Task: Regression. Given two drug SMILES strings and cell line genomic features, predict the synergy score measuring deviation from expected non-interaction effect. (1) Drug 1: CS(=O)(=O)C1=CC(=C(C=C1)C(=O)NC2=CC(=C(C=C2)Cl)C3=CC=CC=N3)Cl. Drug 2: CC(C)NC(=O)C1=CC=C(C=C1)CNNC.Cl. Cell line: SF-295. Synergy scores: CSS=-0.331, Synergy_ZIP=-1.01, Synergy_Bliss=-2.60, Synergy_Loewe=-2.91, Synergy_HSA=-2.82. (2) Drug 1: C1CC(C1)(C(=O)O)C(=O)O.[NH2-].[NH2-].[Pt+2]. Drug 2: CC=C1C(=O)NC(C(=O)OC2CC(=O)NC(C(=O)NC(CSSCCC=C2)C(=O)N1)C(C)C)C(C)C. Cell line: K-562. Synergy scores: CSS=60.6, Synergy_ZIP=-0.653, Synergy_Bliss=3.96, Synergy_Loewe=-49.4, Synergy_HSA=1.62. (3) Drug 1: CN(C(=O)NC(C=O)C(C(C(CO)O)O)O)N=O. Drug 2: N.N.Cl[Pt+2]Cl. Cell line: SF-295. Synergy scores: CSS=30.6, Synergy_ZIP=-1.47, Synergy_Bliss=-2.07, Synergy_Loewe=-31.1, Synergy_HSA=-0.969.